Task: Predict which catalyst facilitates the given reaction.. Dataset: Catalyst prediction with 721,799 reactions and 888 catalyst types from USPTO (1) Reactant: Cl[C:2]1[CH:7]=[C:6]([CH:8]([CH3:10])[CH3:9])[NH:5][C:4](=[O:11])[C:3]=1[N+:12]([O-:14])=[O:13].[NH3:15]. Product: [NH2:15][C:2]1[CH:7]=[C:6]([CH:8]([CH3:10])[CH3:9])[NH:5][C:4](=[O:11])[C:3]=1[N+:12]([O-:14])=[O:13]. The catalyst class is: 5. (2) The catalyst class is: 1. Reactant: [F:1][C:2]1[CH:8]=[C:7]([I:9])[CH:6]=[CH:5][C:3]=1[NH2:4].[Li+].C[Si]([N-][Si](C)(C)C)(C)C.Cl[C:21]1[N:22]([CH3:33])[C:23](=[O:32])[C:24]([CH3:31])=[CH:25][C:26]=1[C:27]([O:29][CH3:30])=[O:28]. Product: [F:1][C:2]1[CH:8]=[C:7]([I:9])[CH:6]=[CH:5][C:3]=1[NH:4][C:21]1[N:22]([CH3:33])[C:23](=[O:32])[C:24]([CH3:31])=[CH:25][C:26]=1[C:27]([O:29][CH3:30])=[O:28]. (3) Reactant: C(N(S(F)(F)[F:7])CC)C.[Cl:10][C:11]1[C:16]([C:17]2(O)[CH2:20][CH2:19][CH2:18]2)=[CH:15][CH:14]=[C:13]([CH3:22])[N:12]=1. Product: [Cl:10][C:11]1[C:16]([C:17]2([F:7])[CH2:20][CH2:19][CH2:18]2)=[CH:15][CH:14]=[C:13]([CH3:22])[N:12]=1. The catalyst class is: 4.